From a dataset of Forward reaction prediction with 1.9M reactions from USPTO patents (1976-2016). Predict the product of the given reaction. (1) Given the reactants Cl.[Cl:2][C:3]1[CH:11]=[C:10]2[C:6]([CH2:7][CH2:8][C@H:9]2[NH2:12])=[C:5]([F:13])[CH:4]=1.[CH:14](=O)[C:15]1[CH:20]=[CH:19][CH:18]=[CH:17][CH:16]=1.[CH3:22][C:23]1[N:31]=[CH:30][CH:29]=[CH:28][C:24]=1[C:25]([OH:27])=[O:26].C1(C2CCC([N+:44]#[C-:45])=CC2)C=CC=CC=1.C[OH:47], predict the reaction product. The product is: [C:45]([C@@H:14]([C:15]1[CH:20]=[CH:19][CH:18]=[CH:17][CH:16]=1)[N:12]([C@H:9]1[C:10]2[C:6](=[C:5]([F:13])[CH:4]=[C:3]([Cl:2])[CH:11]=2)[CH2:7][CH2:8]1)[C:25](=[O:26])[C:24]1[CH:28]=[CH:29][CH:30]=[N:31][C:23]=1[CH3:22])(=[O:47])[NH2:44].[C:45]([C@H:14]([C:15]1[CH:20]=[CH:19][CH:18]=[CH:17][CH:16]=1)[N:12]([C@H:9]1[C:10]2[C:6](=[C:5]([F:13])[CH:4]=[C:3]([Cl:2])[CH:11]=2)[CH2:7][CH2:8]1)[C:25](=[O:27])[C:24]1[CH:28]=[CH:29][CH:30]=[N:31][C:23]=1[CH3:22])(=[O:47])[NH2:44]. (2) Given the reactants [F:1][C:2]1[CH:3]=[C:4]2[C:9](=[CH:10][C:11]=1[O:12][CH3:13])[N:8]=[C:7]([CH:14]=O)[CH:6]=[CH:5]2.[F:16][C:17]([F:41])([F:40])[C@H:18]([N:27]1[CH2:31][CH2:30][C@H:29]([NH:32][C:33](=[O:39])[O:34][C:35]([CH3:38])([CH3:37])[CH3:36])[CH2:28]1)[C:19]1[CH:20]=[N:21][C:22]([NH:25][NH2:26])=[CH:23][CH:24]=1, predict the reaction product. The product is: [F:40][C:17]([F:16])([F:41])[C@H:18]([N:27]1[CH2:31][CH2:30][C@H:29]([NH:32][C:33](=[O:39])[O:34][C:35]([CH3:37])([CH3:38])[CH3:36])[CH2:28]1)[C:19]1[CH:20]=[N:21][C:22]([NH:25]/[N:26]=[CH:14]/[C:7]2[CH:6]=[CH:5][C:4]3[C:9](=[CH:10][C:11]([O:12][CH3:13])=[C:2]([F:1])[CH:3]=3)[N:8]=2)=[CH:23][CH:24]=1. (3) Given the reactants [C:1]([C:3]1[C:8]([F:9])=[CH:7][C:6]([CH2:10][C:11]([O:13][CH3:14])=[O:12])=[C:5]([CH3:15])[CH:4]=1)#[N:2].CO[CH:18](OC)[N:19]([CH3:21])[CH3:20].[Cl-].[Li+], predict the reaction product. The product is: [C:1]([C:3]1[C:8]([F:9])=[CH:7][C:6]([C:10](=[CH:18][N:19]([CH3:21])[CH3:20])[C:11]([O:13][CH3:14])=[O:12])=[C:5]([CH3:15])[CH:4]=1)#[N:2]. (4) Given the reactants [H-].[Na+].[C:3](=[N:16][OH:17])([C:10]1[CH:15]=[CH:14][CH:13]=[CH:12][CH:11]=1)[C:4]1[CH:9]=[CH:8][CH:7]=[CH:6][CH:5]=1.Cl[CH2:19][C:20]([N:22]1[CH2:31][CH2:30][C:29]2[C:24](=[CH:25][CH:26]=[CH:27][CH:28]=2)[CH2:23]1)=[O:21], predict the reaction product. The product is: [C:3](=[N:16][O:17][CH2:19][C:20]([N:22]1[CH2:31][CH2:30][C:29]2[C:24](=[CH:25][CH:26]=[CH:27][CH:28]=2)[CH2:23]1)=[O:21])([C:10]1[CH:11]=[CH:12][CH:13]=[CH:14][CH:15]=1)[C:4]1[CH:9]=[CH:8][CH:7]=[CH:6][CH:5]=1. (5) Given the reactants [C:1]([OH:9])(=[O:8])[C@H:2]([CH2:4][C:5]([OH:7])=[O:6])[OH:3].[CH3:10][CH2:11][CH:12]([N:14]1[N:19]=[CH:18][N:17]([C:20]2[CH:25]=[CH:24][C:23]([N:26]3[CH2:31][CH2:30][N:29]([C:32]4[CH:37]=[CH:36][C:35]([O:38][CH2:39][C@@H:40]5[O:44][C@:43]([C:51]6[CH:56]=[CH:55][C:54]([Cl:57])=[CH:53][C:52]=6[Cl:58])([CH2:45][N:46]6[N:50]=[CH:49][N:48]=[CH:47]6)[O:42][CH2:41]5)=[CH:34][CH:33]=4)[CH2:28][CH2:27]3)=[CH:22][CH:21]=2)[C:15]1=[O:16])[CH3:13].CCC(N1N=CN(C2C=CC(N3CCN(C4C=CC(OC[C@@H]5O[C@](C6C=CC(Cl)=CC=6Cl)(CN6N=CN=C6)OC5)=CC=4)CC3)=CC=2)C1=O)C.[C:108]([OH:117])(=[O:116])[C@@H:109]([C@H:111]([C:113]([OH:115])=[O:114])[OH:112])O, predict the reaction product. The product is: [CH3:10][CH2:11][CH:12]([N:14]1[N:19]=[CH:18][N:17]([C:20]2[CH:25]=[CH:24][C:23]([N:26]3[CH2:31][CH2:30][N:29]([C:32]4[CH:37]=[CH:36][C:35]([O:38][CH2:39][C@@H:40]5[O:44][C@:43]([C:51]6[CH:56]=[CH:55][C:54]([Cl:57])=[CH:53][C:52]=6[Cl:58])([CH2:45][N:46]6[N:50]=[CH:49][N:48]=[CH:47]6)[O:42][CH2:41]5)=[CH:34][CH:33]=4)[CH2:28][CH2:27]3)=[CH:22][CH:21]=2)[C:15]1=[O:16])[CH3:13].[C:1]([OH:9])(=[O:8])[CH:2]([CH2:4][C:5]([OH:7])=[O:6])[OH:3].[CH2:109]([C:108]([OH:117])=[O:116])[C@H:111]([OH:112])[C:113]([OH:115])=[O:114]. (6) The product is: [CH2:13]([O:15][C:16]([C:18]1[C:24]2[NH:25][C:26]3[CH:27]=[C:7]([O:6][C:5](=[O:11])[NH:57][CH2:56][CH2:55][N:54]([CH3:58])[CH3:53])[CH:29]=[CH:30][C:31]=3[C:23]=2[C:22]([CH3:34])([CH3:33])[CH2:21][N:20]([C:35](=[O:43])[C:36]2[CH:37]=[CH:38][C:39]([F:42])=[CH:40][CH:41]=2)[CH:19]=1)=[O:17])[CH3:14]. Given the reactants ClC(Cl)(O[C:5](=[O:11])[O:6][C:7](Cl)(Cl)Cl)Cl.[CH2:13]([O:15][C:16]([C:18]1[C:24]2[NH:25][C:26]3[CH:27]=C(O)[CH:29]=[CH:30][C:31]=3[C:23]=2[C:22]([CH3:34])([CH3:33])[CH2:21][N:20]([C:35](=[O:43])[C:36]2[CH:41]=[CH:40][C:39]([F:42])=[CH:38][CH:37]=2)[CH:19]=1)=[O:17])[CH3:14].C(N(C(C)C)CC)(C)C.[CH3:53][N:54]([CH3:58])[CH2:55][CH2:56][NH2:57], predict the reaction product. (7) Given the reactants [OH-].[Na+].[Br:3][C:4]1[CH:5]=[C:6]([C:19]([O:21]CC)=O)[C:7]2[CH:12]=[N:11][N:10]([CH:13]3[CH2:18][CH2:17][CH2:16][CH2:15][CH2:14]3)[C:8]=2[N:9]=1.[NH2:24][CH2:25][C:26]1[C:27](=[O:34])[NH:28][C:29]([CH3:33])=[CH:30][C:31]=1[CH3:32].C1CN([P+](ON2N=NC3C=CC=CC2=3)(N2CCCC2)N2CCCC2)CC1.F[P-](F)(F)(F)(F)F, predict the reaction product. The product is: [Br:3][C:4]1[CH:5]=[C:6]([C:19]([NH:24][CH2:25][C:26]2[C:27](=[O:34])[NH:28][C:29]([CH3:33])=[CH:30][C:31]=2[CH3:32])=[O:21])[C:7]2[CH:12]=[N:11][N:10]([CH:13]3[CH2:14][CH2:15][CH2:16][CH2:17][CH2:18]3)[C:8]=2[N:9]=1. (8) Given the reactants [C:1]([N:4]([C:8]1[C:12]2[CH:13]=[C:14]([N+:17]([O-])=O)[CH:15]=[CH:16][C:11]=2[S:10][N:9]=1)[C:5](=[O:7])[CH3:6])(=[O:3])[CH3:2].NC1C2C=C([N+]([O-])=O)C=CC=2SN=1.C(OC(=O)C)(=O)C.C(N(CC)CC)C, predict the reaction product. The product is: [C:1]([N:4]([C:8]1[C:12]2[CH:13]=[C:14]([NH2:17])[CH:15]=[CH:16][C:11]=2[S:10][N:9]=1)[C:5](=[O:7])[CH3:6])(=[O:3])[CH3:2].